From a dataset of Full USPTO retrosynthesis dataset with 1.9M reactions from patents (1976-2016). Predict the reactants needed to synthesize the given product. (1) Given the product [CH:1]1(/[C:5](/[C:35]2[CH:40]=[CH:39][CH:38]=[CH:37][CH:36]=2)=[C:6](/[C:23]2[CH:24]=[CH:25][C:26](/[CH:29]=[CH:30]/[C:31]3[NH:32][C:41](=[O:42])[O:34][N:33]=3)=[CH:27][CH:28]=2)\[C:7]2[CH:8]=[C:9]3[C:13](=[CH:14][CH:15]=2)[N:12]([CH:16]2[CH2:21][CH2:20][CH2:19][CH2:18][O:17]2)[N:11]=[C:10]3[F:22])[CH2:4][CH2:3][CH2:2]1, predict the reactants needed to synthesize it. The reactants are: [CH:1]1(/[C:5](/[C:35]2[CH:40]=[CH:39][CH:38]=[CH:37][CH:36]=2)=[C:6](/[C:23]2[CH:28]=[CH:27][C:26](/[CH:29]=[CH:30]/[C:31](=[N:33]/[OH:34])/[NH2:32])=[CH:25][CH:24]=2)\[C:7]2[CH:8]=[C:9]3[C:13](=[CH:14][CH:15]=2)[N:12]([CH:16]2[CH2:21][CH2:20][CH2:19][CH2:18][O:17]2)[N:11]=[C:10]3[F:22])[CH2:4][CH2:3][CH2:2]1.[C:41](N1C=CN=C1)(N1C=CN=C1)=[O:42].C1CCN2C(=NCCC2)CC1. (2) Given the product [S:15](=[O:17])(=[O:16])([O:4][CH2:3][CH:2]([CH3:1])[CH2:5][C:6]1[CH:11]=[CH:10][CH:9]=[CH:8][CH:7]=1)[NH2:18], predict the reactants needed to synthesize it. The reactants are: [CH3:1][CH:2]([CH2:5][C:6]1[CH:11]=[CH:10][CH:9]=[CH:8][CH:7]=1)[CH2:3][OH:4].[H-].[Na+].Cl[S:15]([N:18]=C=O)(=[O:17])=[O:16].C(O)=O. (3) The reactants are: [OH:1][CH2:2][CH:3]1[CH2:7][CH2:6][N:5]([C:8]([C:10]2[CH:15]=[C:14]([S:16]([CH3:19])(=[O:18])=[O:17])[CH:13]=[CH:12][C:11]=2[O:20][C@@H:21]([CH3:26])[C:22]([F:25])([F:24])[F:23])=[O:9])[CH2:4]1.O[C:28]1[CH:33]=[CH:32][C:31]([C:34]([F:37])([F:36])[F:35])=[CH:30][CH:29]=1.C1(P(C2C=CC=CC=2)C2C=CC=CN=2)C=CC=CC=1.N(C(OC(C)(C)C)=O)=NC(OC(C)(C)C)=O. Given the product [CH3:19][S:16]([C:14]1[CH:13]=[CH:12][C:11]([O:20][C@@H:21]([CH3:26])[C:22]([F:24])([F:25])[F:23])=[C:10]([C:8]([N:5]2[CH2:6][CH2:7][CH:3]([CH2:2][O:1][C:28]3[CH:33]=[CH:32][C:31]([C:34]([F:37])([F:36])[F:35])=[CH:30][CH:29]=3)[CH2:4]2)=[O:9])[CH:15]=1)(=[O:17])=[O:18], predict the reactants needed to synthesize it. (4) Given the product [F:1][C:2]1[CH:7]=[CH:6][C:5]([OH:8])=[CH:4][C:3]=1[CH2:10][CH2:11][C:12]([O:14][CH2:15][CH3:16])=[O:13], predict the reactants needed to synthesize it. The reactants are: [F:1][C:2]1[CH:7]=[CH:6][C:5]([O:8]C)=[CH:4][C:3]=1[CH2:10][CH2:11][C:12]([O:14][CH2:15][CH3:16])=[O:13].B(Br)(Br)Br.O. (5) Given the product [C:18]([NH:21][C:22](=[CH:27][C:12]1[CH:13]=[C:14]([CH3:15])[C:9]([O:8][CH2:1][C:2]2[CH:7]=[CH:6][CH:5]=[CH:4][CH:3]=2)=[C:10]([CH3:17])[CH:11]=1)[C:23]([O:25][CH3:26])=[O:24])(=[O:20])[CH3:19], predict the reactants needed to synthesize it. The reactants are: [CH2:1]([O:8][C:9]1[C:14]([CH3:15])=[CH:13][C:12](Br)=[CH:11][C:10]=1[CH3:17])[C:2]1[CH:7]=[CH:6][CH:5]=[CH:4][CH:3]=1.[C:18]([NH:21][C:22](=[CH2:27])[C:23]([O:25][CH3:26])=[O:24])(=[O:20])[CH3:19].C1(C)C=CC=CC=1P(C1C=CC=CC=1C)C1C=CC=CC=1C. (6) Given the product [C:20]([C:19]1[CH:22]=[C:15]([C:13]2[O:12][N:11]=[C:10]([C:4]3[CH:5]=[CH:6][C:7]([O:9][CH2:34][CH2:35][CH2:36][C:37]([O:39][CH2:40][CH3:41])=[O:38])=[CH:8][C:3]=3[CH2:1][CH3:2])[N:14]=2)[CH:16]=[CH:17][C:18]=1[O:23][CH:24]([CH3:25])[CH3:26])#[N:21], predict the reactants needed to synthesize it. The reactants are: [CH2:1]([C:3]1[CH:8]=[C:7]([OH:9])[CH:6]=[CH:5][C:4]=1[C:10]1[N:14]=[C:13]([C:15]2[CH:16]=[CH:17][C:18]([O:23][CH:24]([CH3:26])[CH3:25])=[C:19]([CH:22]=2)[C:20]#[N:21])[O:12][N:11]=1)[CH3:2].C(=O)([O-])[O-].[K+].[K+].Br[CH2:34][CH2:35][CH2:36][C:37]([O:39][CH2:40][CH3:41])=[O:38]. (7) The reactants are: [O:1]=[C:2]1[CH2:7][CH2:6][C@H:5]2[C@H:8]3[C@H:17]([CH2:18][CH2:19][C@:3]12[CH3:4])[C:16]1[CH:15]=[CH:14][C:13](/[CH:20]=[CH:21]/[C:22]([O:24][CH2:25][CH3:26])=[O:23])=[CH:12][C:11]=1[CH2:10][CH2:9]3.[H][H]. Given the product [O:1]=[C:2]1[CH2:7][CH2:6][C@H:5]2[C@H:8]3[C@H:17]([CH2:18][CH2:19][C@:3]12[CH3:4])[C:16]1[CH:15]=[CH:14][C:13]([CH2:20][CH2:21][C:22]([O:24][CH2:25][CH3:26])=[O:23])=[CH:12][C:11]=1[CH2:10][CH2:9]3, predict the reactants needed to synthesize it. (8) Given the product [F:25][N:6]1[CH:7]=[CH:2][CH:3]=[C:4]2[N:10]([CH:11]3[CH2:16][CH2:15][NH:14][CH2:13][CH2:12]3)[C:9](=[O:24])[NH:8][CH:5]12, predict the reactants needed to synthesize it. The reactants are: F[C:2]1[CH:3]=[C:4]2[N:10]([CH:11]3[CH2:16][CH2:15][N:14](C(OC(C)(C)C)=O)[CH2:13][CH2:12]3)[C:9](=[O:24])[NH:8][C:5]2=[N:6][CH:7]=1.[F:25]C(F)(F)C(O)=O. (9) Given the product [Si:41]([O:15][C@@H:13]([CH3:14])[C@@H:12]([NH:16][C:17]1[CH:22]=[CH:21][C:20]([C:23]#[N:24])=[C:19]([C:25]([F:28])([F:27])[F:26])[CH:18]=1)[C:11]([NH:10][NH:9][C:7](=[O:8])[C:6]1[CH:5]=[CH:4][C:3]([C:1]#[N:2])=[CH:31][CH:30]=1)=[O:29])([C:38]([CH3:40])([CH3:39])[CH3:37])([CH3:43])[CH3:42], predict the reactants needed to synthesize it. The reactants are: [C:1]([C:3]1[CH:31]=[CH:30][C:6]([C:7]([NH:9][NH:10][C:11](=[O:29])[C@H:12]([NH:16][C:17]2[CH:22]=[CH:21][C:20]([C:23]#[N:24])=[C:19]([C:25]([F:28])([F:27])[F:26])[CH:18]=2)[C@@H:13]([OH:15])[CH3:14])=[O:8])=[CH:5][CH:4]=1)#[N:2].N1C=CN=C1.[CH3:37][C:38]([Si:41](Cl)([CH3:43])[CH3:42])([CH3:40])[CH3:39].